From a dataset of Catalyst prediction with 721,799 reactions and 888 catalyst types from USPTO. Predict which catalyst facilitates the given reaction. Reactant: COC1C=CC(C[N:8]2[CH:17]=[C:16]3[C:10]([O:11][CH2:12][CH2:13][C:14]4[S:20][C:19]([NH:21][C:22]5[N:27]=[C:26]([CH3:28])[CH:25]=[CH:24][N:23]=5)=[N:18][C:15]=43)=[N:9]2)=CC=1. Product: [N:18]1[C:15]2[C:16]3[C:10]([O:11][CH2:12][CH2:13][C:14]=2[S:20][C:19]=1[NH:21][C:22]1[N:27]=[C:26]([CH3:28])[CH:25]=[CH:24][N:23]=1)=[N:9][NH:8][CH:17]=3. The catalyst class is: 137.